Dataset: NCI-60 drug combinations with 297,098 pairs across 59 cell lines. Task: Regression. Given two drug SMILES strings and cell line genomic features, predict the synergy score measuring deviation from expected non-interaction effect. (1) Drug 1: C1=C(C(=O)NC(=O)N1)F. Drug 2: C(=O)(N)NO. Cell line: SF-268. Synergy scores: CSS=30.0, Synergy_ZIP=1.06, Synergy_Bliss=3.84, Synergy_Loewe=-1.73, Synergy_HSA=4.02. (2) Drug 1: C1=CC(=CC=C1CCC2=CNC3=C2C(=O)NC(=N3)N)C(=O)NC(CCC(=O)O)C(=O)O. Drug 2: CC1C(C(CC(O1)OC2CC(CC3=C2C(=C4C(=C3O)C(=O)C5=C(C4=O)C(=CC=C5)OC)O)(C(=O)CO)O)N)O.Cl. Cell line: MDA-MB-435. Synergy scores: CSS=48.8, Synergy_ZIP=-3.19, Synergy_Bliss=-2.60, Synergy_Loewe=-5.01, Synergy_HSA=2.13. (3) Drug 2: C#CCC(CC1=CN=C2C(=N1)C(=NC(=N2)N)N)C3=CC=C(C=C3)C(=O)NC(CCC(=O)O)C(=O)O. Drug 1: CC1=C(C(=CC=C1)Cl)NC(=O)C2=CN=C(S2)NC3=CC(=NC(=N3)C)N4CCN(CC4)CCO. Synergy scores: CSS=56.9, Synergy_ZIP=-2.40, Synergy_Bliss=-3.90, Synergy_Loewe=-27.5, Synergy_HSA=-2.83. Cell line: IGROV1. (4) Drug 1: C1=CC=C(C(=C1)C(C2=CC=C(C=C2)Cl)C(Cl)Cl)Cl. Drug 2: C1CC(=O)NC(=O)C1N2C(=O)C3=CC=CC=C3C2=O. Synergy scores: CSS=0.148, Synergy_ZIP=0.732, Synergy_Bliss=-0.668, Synergy_Loewe=1.08, Synergy_HSA=-2.48. Cell line: BT-549. (5) Drug 1: C1CNP(=O)(OC1)N(CCCl)CCCl. Drug 2: CC1CCCC2(C(O2)CC(NC(=O)CC(C(C(=O)C(C1O)C)(C)C)O)C(=CC3=CSC(=N3)C)C)C. Cell line: A549. Synergy scores: CSS=55.3, Synergy_ZIP=5.01, Synergy_Bliss=4.08, Synergy_Loewe=0.592, Synergy_HSA=5.38. (6) Drug 1: CN(C)C1=NC(=NC(=N1)N(C)C)N(C)C. Drug 2: CC1C(C(CC(O1)OC2CC(CC3=C2C(=C4C(=C3O)C(=O)C5=C(C4=O)C(=CC=C5)OC)O)(C(=O)CO)O)N)O.Cl. Cell line: HCT-15. Synergy scores: CSS=25.0, Synergy_ZIP=-3.50, Synergy_Bliss=-0.433, Synergy_Loewe=-13.3, Synergy_HSA=-0.0453. (7) Drug 1: CC1C(C(=O)NC(C(=O)N2CCCC2C(=O)N(CC(=O)N(C(C(=O)O1)C(C)C)C)C)C(C)C)NC(=O)C3=C4C(=C(C=C3)C)OC5=C(C(=O)C(=C(C5=N4)C(=O)NC6C(OC(=O)C(N(C(=O)CN(C(=O)C7CCCN7C(=O)C(NC6=O)C(C)C)C)C)C(C)C)C)N)C. Drug 2: CC1CCCC2(C(O2)CC(NC(=O)CC(C(C(=O)C(C1O)C)(C)C)O)C(=CC3=CSC(=N3)C)C)C. Cell line: EKVX. Synergy scores: CSS=19.9, Synergy_ZIP=-3.19, Synergy_Bliss=3.56, Synergy_Loewe=-4.60, Synergy_HSA=3.88. (8) Synergy scores: CSS=37.9, Synergy_ZIP=0.192, Synergy_Bliss=2.10, Synergy_Loewe=3.49, Synergy_HSA=4.19. Cell line: SF-539. Drug 1: COC1=C(C=C2C(=C1)N=CN=C2NC3=CC(=C(C=C3)F)Cl)OCCCN4CCOCC4. Drug 2: CC12CCC3C(C1CCC2=O)CC(=C)C4=CC(=O)C=CC34C.